From a dataset of Full USPTO retrosynthesis dataset with 1.9M reactions from patents (1976-2016). Predict the reactants needed to synthesize the given product. The reactants are: CCCP(=O)=O.[Cl:7][C:8]1[C:13]([O:14][CH3:15])=[CH:12][C:11]([O:16][CH3:17])=[C:10]([Cl:18])[C:9]=1[C:19]1[CH:28]=[CH:27][C:26]([C:29](O)=[O:30])=[C:25]2[C:20]=1[CH:21]=[CH:22][CH:23]=[N:24]2.[CH2:32]([N:34]1[CH2:39][CH2:38][N:37]([C:40]2[CH:46]=[CH:45][C:43]([NH2:44])=[CH:42][CH:41]=2)[CH2:36][CH2:35]1)[CH3:33].CCN(CC)CC. Given the product [CH2:32]([N:34]1[CH2:35][CH2:36][N:37]([C:40]2[CH:46]=[CH:45][C:43]([NH:44][C:29]([C:26]3[CH:27]=[CH:28][C:19]([C:9]4[C:10]([Cl:18])=[C:11]([O:16][CH3:17])[CH:12]=[C:13]([O:14][CH3:15])[C:8]=4[Cl:7])=[C:20]4[C:25]=3[N:24]=[CH:23][CH:22]=[CH:21]4)=[O:30])=[CH:42][CH:41]=2)[CH2:38][CH2:39]1)[CH3:33], predict the reactants needed to synthesize it.